This data is from Catalyst prediction with 721,799 reactions and 888 catalyst types from USPTO. The task is: Predict which catalyst facilitates the given reaction. Reactant: Cl.[CH3:2][O:3][C:4](=[O:8])[C@H:5]([CH3:7])[NH2:6].[C:9]([NH:12][C@H:13]([C:21](O)=[O:22])[CH2:14][C:15]1[CH:20]=[CH:19][CH:18]=[CH:17][CH:16]=1)(=[O:11])[CH3:10].CN1CCOCC1. Product: [CH3:2][O:3][C:4](=[O:8])[C@H:5]([CH3:7])[NH:6][C:21](=[O:22])[C@H:13]([CH2:14][C:15]1[CH:16]=[CH:17][CH:18]=[CH:19][CH:20]=1)[NH:12][C:9](=[O:11])[CH3:10]. The catalyst class is: 4.